Dataset: Forward reaction prediction with 1.9M reactions from USPTO patents (1976-2016). Task: Predict the product of the given reaction. The product is: [Br:1][C:2]1[N:7]=[C:6]([CH2:8][OH:9])[CH:5]=[C:4]2[CH:14]=[CH:13][C:11]([CH3:15])([CH3:12])[O:10][C:3]=12. Given the reactants [Br:1][C:2]1[N:7]=[C:6]([CH2:8][OH:9])[CH:5]=[CH:4][C:3]=1[O:10][C:11]([CH3:15])([C:13]#[CH:14])[CH3:12], predict the reaction product.